This data is from Catalyst prediction with 721,799 reactions and 888 catalyst types from USPTO. The task is: Predict which catalyst facilitates the given reaction. (1) Reactant: ClCCl.[CH3:4][N:5]=[C:6]=[O:7].[Cl:8][C:9]1[CH:14]=[CH:13][C:12]([CH:15]([C:37]2[CH:42]=[CH:41][C:40]([Cl:43])=[CH:39][CH:38]=2)[N:16]2[CH2:19][C:18](=[CH:20][S:21]([CH2:24][C:25]3[CH:26]=[C:27]([N:31]4[CH2:36][CH2:35][NH:34][CH2:33][CH2:32]4)[CH:28]=[CH:29][CH:30]=3)(=[O:23])=[O:22])[CH2:17]2)=[CH:11][CH:10]=1. Product: [CH3:4][NH:5][C:6]([N:34]1[CH2:35][CH2:36][N:31]([C:27]2[CH:28]=[CH:29][CH:30]=[C:25]([CH2:24][S:21]([CH:20]=[C:18]3[CH2:17][N:16]([CH:15]([C:12]4[CH:11]=[CH:10][C:9]([Cl:8])=[CH:14][CH:13]=4)[C:37]4[CH:42]=[CH:41][C:40]([Cl:43])=[CH:39][CH:38]=4)[CH2:19]3)(=[O:22])=[O:23])[CH:26]=2)[CH2:32][CH2:33]1)=[O:7]. The catalyst class is: 6. (2) Product: [OH:25][CH2:24][C:21]1[CH:22]=[CH:23][C:18]([CH2:17][CH2:16][N:13]2[CH:14]=[CH:15][C:10]([O:9][CH2:8][C:5]3[CH:4]=[CH:3][C:2]([CH3:27])=[CH:7][N:6]=3)=[CH:11][C:12]2=[O:26])=[CH:19][CH:20]=1. Reactant: Br[C:2]1[CH:3]=[CH:4][C:5]([CH2:8][O:9][C:10]2[CH:15]=[CH:14][N:13]([CH2:16][CH2:17][C:18]3[CH:23]=[CH:22][C:21]([CH2:24][OH:25])=[CH:20][CH:19]=3)[C:12](=[O:26])[CH:11]=2)=[N:6][CH:7]=1.[C:27]([O-])([O-])=O.[Na+].[Na+].CB(O)O. The catalyst class is: 12. (3) Reactant: [NH2:1][CH:2]([C:6]12[O:13][CH2:12][C:9]([CH3:14])([CH2:10][O:11]1)[CH2:8][O:7]2)[CH:3]([OH:5])[CH3:4].C(N(CC)CC)C.[CH2:22]([O:29][C:30]1[CH:35]=[CH:34][C:33]([S:36](Cl)(=[O:38])=[O:37])=[CH:32][CH:31]=1)[C:23]1[CH:28]=[CH:27][CH:26]=[CH:25][CH:24]=1.C(OCC)(=O)C. Product: [CH2:22]([O:29][C:30]1[CH:35]=[CH:34][C:33]([S:36]([NH:1][CH:2]([C:6]23[O:7][CH2:8][C:9]([CH3:14])([CH2:10][O:11]2)[CH2:12][O:13]3)[CH:3]([OH:5])[CH3:4])(=[O:38])=[O:37])=[CH:32][CH:31]=1)[C:23]1[CH:24]=[CH:25][CH:26]=[CH:27][CH:28]=1. The catalyst class is: 35. (4) Reactant: [C:1]([CH2:3][C@H:4]1[CH2:15][CH2:14][C:13]2[S:12][C:11]3[N:10]=[CH:9][N:8]=[C:7]([O:16][CH:17]4[CH2:22][CH2:21][C:20]([NH:24][C:25](=[O:31])[O:26][C:27]([CH3:30])([CH3:29])[CH3:28])([CH3:23])[CH2:19][CH2:18]4)[C:6]=3[C:5]1=2)#[N:2].[H-].[Na+].[CH3:34]I. Product: [C:1]([CH2:3][C@H:4]1[CH2:15][CH2:14][C:13]2[S:12][C:11]3[N:10]=[CH:9][N:8]=[C:7]([O:16][CH:17]4[CH2:18][CH2:19][C:20]([N:24]([CH3:34])[C:25](=[O:31])[O:26][C:27]([CH3:30])([CH3:29])[CH3:28])([CH3:23])[CH2:21][CH2:22]4)[C:6]=3[C:5]1=2)#[N:2]. The catalyst class is: 3. (5) Product: [OH:1][CH:2]1[CH2:7][CH2:6][N:5]([C:9]([O:11][CH2:12][CH:13]=[CH2:14])=[O:10])[CH2:4][CH2:3]1. The catalyst class is: 2. Reactant: [OH:1][CH:2]1[CH2:7][CH2:6][NH:5][CH2:4][CH2:3]1.Cl[C:9]([O:11][CH2:12][CH:13]=[CH2:14])=[O:10].CCN(C(C)C)C(C)C. (6) Reactant: C([O:3][C:4](=[O:21])[CH2:5][N:6]1[C:10]2[CH:11]=[C:12]([O:15][C:16]([F:19])([F:18])[F:17])[CH:13]=[CH:14][C:9]=2[O:8][C:7]1=[O:20])C.[Li+].[OH-].CC#N.O.FC(F)(F)C(O)=O. Product: [O:20]=[C:7]1[N:6]([CH2:5][C:4]([OH:21])=[O:3])[C:10]2[CH:11]=[C:12]([O:15][C:16]([F:19])([F:17])[F:18])[CH:13]=[CH:14][C:9]=2[O:8]1. The catalyst class is: 30. (7) Reactant: [CH3:1][O:2][C:3]1[CH:4]=[C:5]([CH:9]=[CH:10][CH:11]=1)[CH2:6][CH2:7][NH2:8].N1C=CC=CC=1.[F:18][C:19]([F:30])([F:29])[C:20](O[C:20](=[O:21])[C:19]([F:30])([F:29])[F:18])=[O:21]. Product: [F:18][C:19]([F:30])([F:29])[C:20]([NH:8][CH2:7][CH2:6][C:5]1[CH:9]=[CH:10][CH:11]=[C:3]([O:2][CH3:1])[CH:4]=1)=[O:21]. The catalyst class is: 317. (8) Reactant: [CH2:1]([C:8]1[C:16]2[C:11](=[CH:12][CH:13]=[C:14]([C:17]3[CH:22]=[CH:21][C:20]([OH:23])=[CH:19][CH:18]=3)[CH:15]=2)[N:10]([CH3:24])[C:9]=1[CH3:25])[C:2]1[CH:7]=[CH:6][CH:5]=[CH:4][CH:3]=1.C([O-])([O-])=O.[K+].[K+].Br[CH2:33][C:34]#[N:35]. Product: [CH2:1]([C:8]1[C:16]2[C:11](=[CH:12][CH:13]=[C:14]([C:17]3[CH:18]=[CH:19][C:20]([O:23][CH2:33][C:34]#[N:35])=[CH:21][CH:22]=3)[CH:15]=2)[N:10]([CH3:24])[C:9]=1[CH3:25])[C:2]1[CH:3]=[CH:4][CH:5]=[CH:6][CH:7]=1. The catalyst class is: 21.